Dataset: Full USPTO retrosynthesis dataset with 1.9M reactions from patents (1976-2016). Task: Predict the reactants needed to synthesize the given product. (1) Given the product [CH3:10][O:11][C:12]1[CH:13]=[C:14]([C:15](=[O:18])[CH2:16][NH:9][C:6]2[CH:7]=[CH:8][C:3]([O:2][CH3:1])=[CH:4][CH:5]=2)[CH:19]=[CH:20][CH:21]=1, predict the reactants needed to synthesize it. The reactants are: [CH3:1][O:2][C:3]1[CH:8]=[CH:7][C:6]([NH2:9])=[CH:5][CH:4]=1.[CH3:10][O:11][C:12]1[CH:13]=[C:14]([CH:19]=[CH:20][CH:21]=1)[C:15](=[O:18])[CH2:16]Br.C(N(CC)CC)C. (2) The reactants are: F[C:2]1[C:11]2[O:10][CH:9]([CH2:12][NH2:13])[CH2:8][NH:7][C:6]=2[CH:5]=[CH:4][CH:3]=1.NC1C=CC=[C:17]([O:21]C)C=1O. Given the product [CH3:17][O:21][C:2]1[C:11]2[O:10][CH:9]([CH2:12][NH2:13])[CH2:8][NH:7][C:6]=2[CH:5]=[CH:4][CH:3]=1, predict the reactants needed to synthesize it. (3) Given the product [C:23]([O:27][C:28](=[O:45])[CH2:29][N:30]([CH2:31][C:32]1[CH:33]=[C:34]([CH:42]=[CH:43][CH:44]=1)[C:35]([O:37][C:38]([CH3:40])([CH3:39])[CH3:41])=[O:36])[CH2:2][C:3]([N:5]([C:7]1[CH:12]=[CH:11][C:10]([O:13][CH2:14][O:15][CH2:16][CH2:17][Si:18]([CH3:21])([CH3:20])[CH3:19])=[CH:9][C:8]=1[Cl:22])[CH3:6])=[O:4])([CH3:24])([CH3:25])[CH3:26], predict the reactants needed to synthesize it. The reactants are: Cl[CH2:2][C:3]([N:5]([C:7]1[CH:12]=[CH:11][C:10]([O:13][CH2:14][O:15][CH2:16][CH2:17][Si:18]([CH3:21])([CH3:20])[CH3:19])=[CH:9][C:8]=1[Cl:22])[CH3:6])=[O:4].[C:23]([O:27][C:28](=[O:45])[CH2:29][NH:30][CH2:31][C:32]1[CH:33]=[C:34]([CH:42]=[CH:43][CH:44]=1)[C:35]([O:37][C:38]([CH3:41])([CH3:40])[CH3:39])=[O:36])([CH3:26])([CH3:25])[CH3:24].C(=O)([O-])[O-].[K+].[K+].[I-].[K+]. (4) Given the product [F:1][C:2]([F:6])([F:5])[CH2:3][O:4][C:8]1[N:9]=[C:10]([C:23]2[CH:28]=[N:27][C:26]([C:29]([F:30])([F:32])[F:31])=[N:25][CH:24]=2)[CH:11]=[C:12]([CH2:14][NH:15][C:16](=[O:22])[O:17][C:18]([CH3:20])([CH3:19])[CH3:21])[N:13]=1, predict the reactants needed to synthesize it. The reactants are: [F:1][C:2]([F:6])([F:5])[CH2:3][OH:4].Cl[C:8]1[N:13]=[C:12]([CH2:14][NH:15][C:16](=[O:22])[O:17][C:18]([CH3:21])([CH3:20])[CH3:19])[CH:11]=[C:10]([C:23]2[CH:24]=[N:25][C:26]([C:29]([F:32])([F:31])[F:30])=[N:27][CH:28]=2)[N:9]=1. (5) Given the product [C:35]([O:38][CH2:39][C:40]([NH:1][C:2]1[CH:3]=[CH:4][C:5]([S:8]([N:11]([CH2:33][CH3:34])[C:12]2[CH:32]=[CH:31][C:15]3[N:16]([CH2:24][CH:25]4[CH2:30][CH2:29][O:28][CH2:27][CH2:26]4)[C:17]([C:19]([O:22][CH3:23])([CH3:20])[CH3:21])=[N:18][C:14]=3[CH:13]=2)(=[O:10])=[O:9])=[CH:6][CH:7]=1)=[O:41])(=[O:37])[CH3:36], predict the reactants needed to synthesize it. The reactants are: [NH2:1][C:2]1[CH:7]=[CH:6][C:5]([S:8]([N:11]([CH2:33][CH3:34])[C:12]2[CH:32]=[CH:31][C:15]3[N:16]([CH2:24][CH:25]4[CH2:30][CH2:29][O:28][CH2:27][CH2:26]4)[C:17]([C:19]([O:22][CH3:23])([CH3:21])[CH3:20])=[N:18][C:14]=3[CH:13]=2)(=[O:10])=[O:9])=[CH:4][CH:3]=1.[C:35]([O:38][CH2:39][C:40](Cl)=[O:41])(=[O:37])[CH3:36]. (6) The reactants are: [NH2:1][C:2]1[CH:3]=[CH:4][C:5]2[S:9][C:8](=[N:10][C:11](=[O:19])[C:12]3[CH:17]=[CH:16][C:15]([CH3:18])=[CH:14][CH:13]=3)[N:7]([CH:20]([CH2:24][CH3:25])[C:21]([O-:23])=[O:22])[C:6]=2[CH:26]=1.[CH:27](N(C(C)C)CC)(C)C.CNC1(NC)C=CN=CC1.[C:46](OC(=O)C)(=[O:48])[CH3:47]. Given the product [C:46]([NH:1][C:2]1[CH:3]=[CH:4][C:5]2[S:9][C:8](=[N:10][C:11](=[O:19])[C:12]3[CH:13]=[CH:14][C:15]([CH3:18])=[CH:16][CH:17]=3)[N:7]([CH:20]([CH2:24][CH3:25])[C:21]([O:23][CH3:27])=[O:22])[C:6]=2[CH:26]=1)(=[O:48])[CH3:47], predict the reactants needed to synthesize it. (7) Given the product [F:1][C:2]1[CH:10]=[C:9]2[C:5]([C:6]([C:20]3[CH:21]=[CH:22][C:23]([NH:26][C:27](=[O:28])[N:37]([CH3:38])[CH3:36])=[N:24][CH:25]=3)=[CH:7][N:8]2[S:11]([C:14]2[CH:15]=[CH:16][CH:17]=[CH:18][CH:19]=2)(=[O:13])=[O:12])=[CH:4][CH:3]=1, predict the reactants needed to synthesize it. The reactants are: [F:1][C:2]1[CH:10]=[C:9]2[C:5]([C:6]([C:20]3[CH:21]=[CH:22][C:23]([NH:26][C:27](=O)[O:28]C4C=CC=CC=4)=[N:24][CH:25]=3)=[CH:7][N:8]2[S:11]([C:14]2[CH:19]=[CH:18][CH:17]=[CH:16][CH:15]=2)(=[O:13])=[O:12])=[CH:4][CH:3]=1.[CH3:36][NH:37][CH3:38].